The task is: Predict the reactants needed to synthesize the given product.. This data is from Full USPTO retrosynthesis dataset with 1.9M reactions from patents (1976-2016). (1) Given the product [ClH:25].[CH3:24][O:23][C:21](=[O:22])[C:16]1[CH:17]=[CH:18][CH:19]=[CH:20][C:15]=1[O:14][CH:11]1[CH2:12][CH2:13][NH:8][CH2:9][CH2:10]1, predict the reactants needed to synthesize it. The reactants are: C(OC([N:8]1[CH2:13][CH2:12][CH:11]([O:14][C:15]2[CH:20]=[CH:19][CH:18]=[CH:17][C:16]=2[C:21]([O:23][CH3:24])=[O:22])[CH2:10][CH2:9]1)=O)(C)(C)C.[ClH:25]. (2) The reactants are: C1C=C(Cl)C=C(C(OO)=O)C=1.[Cl:12][C:13]1[CH:18]=[CH:17][CH:16]=[C:15]([Cl:19])[C:14]=1[N:20]1[CH:31]=[CH:30][C:23]2[N:24]=[C:25](SC)[N:26]=[CH:27][C:22]=2[C:21]1=[O:32].CCN(C(C)C)C(C)C.[NH2:42][C:43]1[CH:48]=[CH:47][C:46]([N:49]2[CH2:54][CH2:53][N:52]([CH2:55][CH2:56][OH:57])[CH2:51][CH2:50]2)=[CH:45][CH:44]=1. Given the product [Cl:12][C:13]1[CH:18]=[CH:17][CH:16]=[C:15]([Cl:19])[C:14]=1[N:20]1[CH:31]=[CH:30][C:23]2[N:24]=[C:25]([NH:42][C:43]3[CH:44]=[CH:45][C:46]([N:49]4[CH2:50][CH2:51][N:52]([CH2:55][CH2:56][OH:57])[CH2:53][CH2:54]4)=[CH:47][CH:48]=3)[N:26]=[CH:27][C:22]=2[C:21]1=[O:32], predict the reactants needed to synthesize it. (3) Given the product [F:3][C:4]1[CH:5]=[CH:6][C:7]([NH:10][C:11]([C:13]2[C:21]3[C:16](=[CH:17][CH:18]=[C:19]([NH2:22])[C:20]=3[Br:1])[NH:15][N:14]=2)=[O:12])=[CH:8][CH:9]=1, predict the reactants needed to synthesize it. The reactants are: [Br:1]Br.[F:3][C:4]1[CH:9]=[CH:8][C:7]([NH:10][C:11]([C:13]2[C:21]3[C:16](=[CH:17][CH:18]=[C:19]([NH2:22])[CH:20]=3)[NH:15][N:14]=2)=[O:12])=[CH:6][CH:5]=1.S([O-])([O-])(=O)=S.[Na+].[Na+].